Dataset: Full USPTO retrosynthesis dataset with 1.9M reactions from patents (1976-2016). Task: Predict the reactants needed to synthesize the given product. (1) Given the product [CH2:13]([N:20]1[CH2:24][CH2:23][C:22]([C:2]2[CH:7]=[C:6]([F:8])[CH:5]=[C:4]([F:9])[CH:3]=2)([OH:25])[CH2:21]1)[C:14]1[CH:15]=[CH:16][CH:17]=[CH:18][CH:19]=1, predict the reactants needed to synthesize it. The reactants are: Br[C:2]1[CH:7]=[C:6]([F:8])[CH:5]=[C:4]([F:9])[CH:3]=1.[Mg].II.[CH2:13]([N:20]1[CH2:24][CH2:23][C:22](=[O:25])[CH2:21]1)[C:14]1[CH:19]=[CH:18][CH:17]=[CH:16][CH:15]=1.[Cl-].[NH4+]. (2) The reactants are: [CH:1]([O:3][CH2:4][C:5]1[CH:18]=[CH:17][C:8]([C:9]([NH:11][C:12]([CH3:16])([CH3:15])[CH2:13][OH:14])=O)=[CH:7][CH:6]=1)=[O:2].S(Cl)(Cl)=O. Given the product [CH3:15][C:12]1([CH3:16])[CH2:13][O:14][C:9]([C:8]2[CH:17]=[CH:18][C:5]([CH2:4][O:3][CH:1]=[O:2])=[CH:6][CH:7]=2)=[N:11]1, predict the reactants needed to synthesize it. (3) Given the product [O:1]1[C@H:3]2[CH2:4][C@@:5]3([CH3:35])[CH:9]([CH:10]4[CH2:11][C@H:12]([F:21])[C:13]5[C@@:18]([CH3:19])([C@:2]124)[CH:17]=[CH:16][C:15](=[O:20])[CH:14]=5)[CH2:8][C@@H:7]([CH3:22])[C@:6]3([O:26][C:27]([C:29]1[S:30][CH:31]=[CH:32][C:33]=1[CH3:34])=[O:28])[C:23]([O:25][CH3:36])=[O:24], predict the reactants needed to synthesize it. The reactants are: [O:1]1[C@H:3]2[CH2:4][C@@:5]3([CH3:35])[CH:9]([CH:10]4[CH2:11][C@H:12]([F:21])[C:13]5[C@@:18]([CH3:19])([C@:2]124)[CH:17]=[CH:16][C:15](=[O:20])[CH:14]=5)[CH2:8][C@@H:7]([CH3:22])[C@:6]3([O:26][C:27]([C:29]1[S:30][CH:31]=[CH:32][C:33]=1[CH3:34])=[O:28])[C:23]([OH:25])=[O:24].[CH2:36]1CCN2C(=NCCC2)CC1.S(OC)(OC)(=O)=O. (4) Given the product [Br:9][C:10]1[CH:17]=[CH:16][C:13]([C:14]2[N:1]=[C:2]3[CH:7]=[CH:6][C:5]([Cl:8])=[CH:4][N:3]3[C:19]=2[NH:18][CH2:20][C:21]([O:23][CH2:24][CH3:25])=[O:22])=[CH:12][CH:11]=1, predict the reactants needed to synthesize it. The reactants are: [NH2:1][C:2]1[CH:7]=[CH:6][C:5]([Cl:8])=[CH:4][N:3]=1.[Br:9][C:10]1[CH:17]=[CH:16][C:13]([CH:14]=O)=[CH:12][CH:11]=1.[N+:18]([CH2:20][C:21]([O:23][CH2:24][CH3:25])=[O:22])#[C-:19]. (5) Given the product [O:12]=[CH:11][C@@H:8]([C@H:9]([C@@H:4]([C@@H:5]([CH2:16][OH:18])[OH:32])[OH:19])[OH:10])[OH:7], predict the reactants needed to synthesize it. The reactants are: C([C@:4]1([OH:19])[C@H:9]([OH:10])[C@@H:8]([CH2:11][OH:12])[O:7]C(C(=O)C)=[C:5]1[C:16](=[O:18])C)(=O)C.[Li+].[Br-].CO.O.C1(C)C=CC(S(O)(=O)=[O:32])=CC=1.